This data is from Forward reaction prediction with 1.9M reactions from USPTO patents (1976-2016). The task is: Predict the product of the given reaction. (1) Given the reactants Br[CH2:2][CH2:3][CH2:4][CH2:5][CH2:6][CH2:7][C:8]1[C:14]2[CH:15]=[C:16]([F:20])[C:17]([OH:19])=[CH:18][C:13]=2[CH2:12][CH2:11][CH2:10][C:9]=1[C:21]1[CH:26]=[CH:25][C:24]([F:27])=[C:23]([OH:28])[CH:22]=1.[CH3:29][O:30][CH2:31][CH2:32][NH:33][CH2:34][CH2:35][CH2:36][S:37]([CH2:39][CH2:40][CH2:41][C:42]([F:48])([F:47])[C:43]([F:46])([F:45])[F:44])=[O:38], predict the reaction product. The product is: [F:20][C:16]1[C:17]([OH:19])=[CH:18][C:13]2[CH2:12][CH2:11][CH2:10][C:9]([C:21]3[CH:26]=[CH:25][C:24]([F:27])=[C:23]([OH:28])[CH:22]=3)=[C:8]([CH2:7][CH2:6][CH2:5][CH2:4][CH2:3][CH2:2][N:33]([CH2:32][CH2:31][O:30][CH3:29])[CH2:34][CH2:35][CH2:36][S:37]([CH2:39][CH2:40][CH2:41][C:42]([F:47])([F:48])[C:43]([F:46])([F:45])[F:44])=[O:38])[C:14]=2[CH:15]=1. (2) Given the reactants [N+:1]([C:4]1[CH:13]=[CH:12][CH:11]=[C:10]2[C:5]=1[CH:6]=[CH:7][O:8][C:9]2=O)([O-:3])=[O:2].[CH3:15][NH2:16].CO, predict the reaction product. The product is: [CH3:15][N:16]1[CH:7]=[CH:6][C:5]2[C:10](=[CH:11][CH:12]=[CH:13][C:4]=2[N+:1]([O-:3])=[O:2])[C:9]1=[O:8]. (3) Given the reactants [C:1]([Si:5]([CH3:14])([CH3:13])[O:6][CH2:7][CH2:8][CH2:9][N+:10]([O-:12])=[O:11])([CH3:4])([CH3:3])[CH3:2].[K].[CH3:16][C:17]1[CH:18]=[N:19][C:20]([CH:23]=[O:24])=[N:21][CH:22]=1.O, predict the reaction product. The product is: [CH3:14][Si:5]([CH3:13])([C:1]([CH3:4])([CH3:3])[CH3:2])[O:6][CH2:7][CH2:8][CH:9]([N+:10]([O-:12])=[O:11])[CH:23]([C:20]1[N:21]=[CH:22][C:17]([CH3:16])=[CH:18][N:19]=1)[OH:24]. (4) Given the reactants [CH:1]1([C:4]2[N:5]=[CH:6][C:7]([C:15]([OH:17])=O)=[N:8][C:9]=2[O:10][CH2:11][CH:12]2[CH2:14][CH2:13]2)[CH2:3][CH2:2]1.Cl.[NH2:19][C:20]1([CH2:26][OH:27])[CH2:25][CH2:24][CH2:23][CH2:22][CH2:21]1, predict the reaction product. The product is: [OH:27][CH2:26][C:20]1([NH:19][C:15]([C:7]2[CH:6]=[N:5][C:4]([CH:1]3[CH2:2][CH2:3]3)=[C:9]([O:10][CH2:11][CH:12]3[CH2:13][CH2:14]3)[N:8]=2)=[O:17])[CH2:25][CH2:24][CH2:23][CH2:22][CH2:21]1.